From a dataset of Experimentally validated miRNA-target interactions with 360,000+ pairs, plus equal number of negative samples. Binary Classification. Given a miRNA mature sequence and a target amino acid sequence, predict their likelihood of interaction. (1) Result: 0 (no interaction). The protein sequence of the target gene is MAPWPELGDAQPNPDKYLEGAAGQQPTAPDKSKETNKTDNTEAPVTKIELLPSYSTATLIDEPTEVDDPWNLPTLQDSGIKWSERDTKGKILCFFQGIGRLILLLGFLYFFVCSLDILSSAFQLVGGKMAGQFFSNSSIMSNPLLGLVIGVLVTVLVQSSSTSTSIVVSMVSSSLLTVRAAIPIIMGANIGTSITNTIVALMQVGDRSEFRRAFAGATVHDFFNWLSVLVLLPVEVATHYLEIITQLIVESFHFKNGEDAPDLLKVITKPFTKLIVQLDKKVISQIAMNDEKAKNKSLVK.... The miRNA is ath-miR157a-5p with sequence UUGACAGAAGAUAGAGAGCAC. (2) The miRNA is hsa-miR-668-3p with sequence UGUCACUCGGCUCGGCCCACUAC. The protein sequence of the target gene is MKVLPASGLAVFLIMALKFSTAAPSLVAASPRTWRNNYRLAQAYLDKYYTNKEGHQIGEMVARGSNSMIRKIKELQAFFGLQVTGKLDQTTMNVIKKPRCGVPDVANYRLFPGEPKWKKNTLTYRISKYTPSMSSVEVDKAVEMALQAWSSAVPLSFVRINSGEADIMISFENGDHGDSYPFDGPRGTLAHAFAPGEGLGGDTHFDNAEKWTMGTNGFNLFTVAAHEFGHALGLAHSTDPSALMYPTYKYKNPYGFHLPKDDVKGIQALYGPRKVFLGKPTLPHAPHHKPSIPDLCDSSS.... Result: 0 (no interaction). (3) The miRNA is hsa-miR-6722-3p with sequence UGCAGGGGUCGGGUGGGCCAGG. The protein sequence of the target gene is MEPQPGGARSCRRGAPGGACELGPAAEAAPMSLAIHSTTGTRYDLAVPPDETVEGLRKRLSQRLKVPKERLALLHKDTRLSSGKLQEFGVGDGSKLTLVPTVEAGLMSQASRPEQSVMQALESLTETQVSDFLSGRSPLTLALRVGDHMMFVQLQLAAQHAPLQHRHVLAAAAAAAAARGDPSIASPVSSPCRPVSSAARVPPVPTSPSPASPSPITAGSFRSHAASTTCPEQMDCSPTASSSASPGASTTSTPGASPAPRSRKPGAVIESFVNHAPGVFSGTFSGTLHPNCQDSSGRPR.... Result: 1 (interaction).